Dataset: Reaction yield outcomes from USPTO patents with 853,638 reactions. Task: Predict the reaction yield, written as a fraction of the theoretical maximum amount of product (1.0 means a 100% yield; for example, 0.34 means a 34% yield). The reactants are [C:1]([Si:5]([CH3:27])([CH3:26])[O:6][C@H:7]1[CH2:15][CH2:14][CH2:13][C@@:12]2([CH3:16])[C@H:8]1[CH2:9][CH2:10][C@@H:11]2[C:17](=[CH2:25])[CH2:18][CH2:19][CH2:20][C:21]([CH3:24])([OH:23])[CH3:22])([CH3:4])([CH3:3])[CH3:2].ClCCl.[CH3:31][Si:32]([CH3:39])([CH3:38])N1C=CN=C1. The catalyst is O. The product is [C:1]([Si:5]([CH3:26])([CH3:27])[O:6][C@H:7]1[CH2:15][CH2:14][CH2:13][C@@:12]2([CH3:16])[C@H:8]1[CH2:9][CH2:10][C@@H:11]2[C:17](=[CH2:25])[CH2:18][CH2:19][CH2:20][C:21]([CH3:24])([O:23][Si:32]([CH3:39])([CH3:38])[CH3:31])[CH3:22])([CH3:4])([CH3:3])[CH3:2]. The yield is 0.960.